This data is from Full USPTO retrosynthesis dataset with 1.9M reactions from patents (1976-2016). The task is: Predict the reactants needed to synthesize the given product. (1) Given the product [CH3:1][C@H:2]1[CH2:7][CH2:6][C@H:5]([N:8]([CH2:9][C:10]2[CH:15]=[CH:14][N:13]=[CH:12][CH:11]=2)[C:24](=[O:39])[NH:25][C:26]2[S:27][C:28]([S:31][CH2:55][C:54]([OH:53])=[O:56])=[CH:29][N:30]=2)[CH2:4][CH2:3]1, predict the reactants needed to synthesize it. The reactants are: [CH3:1][CH:2]1[CH2:7][CH2:6][CH:5]([NH:8][CH2:9][C:10]2[CH:15]=[CH:14][N:13]=[CH:12][CH:11]=2)[CH2:4][CH2:3]1.ClC1C=CC=CC=1COCCN([C@H]1CC[C@H](C)CC1)[C:24](=[O:39])[NH:25][C:26]1[S:27][C:28]([S:31]CC(C)(C)C(O)=O)=[CH:29][N:30]=1.C([O:53][C:54](=[O:56])[CH3:55])C. (2) Given the product [CH2:1]([N:8]1[CH2:9][C@H:19]([CH2:20][CH3:21])[C@H:18]([C:17]([O:23][CH2:24][CH3:25])=[O:22])[CH2:12]1)[C:2]1[CH:3]=[CH:4][CH:5]=[CH:6][CH:7]=1, predict the reactants needed to synthesize it. The reactants are: [CH2:1]([N:8]([CH2:12][Si](C)(C)C)[CH2:9]OC)[C:2]1[CH:7]=[CH:6][CH:5]=[CH:4][CH:3]=1.[C:17]([O:23][CH2:24][CH3:25])(=[O:22])/[CH:18]=[CH:19]\[CH2:20][CH3:21]. (3) Given the product [CH3:1][O:2][C:3]1[CH:8]=[CH:7][CH:6]=[C:5]([O:9][CH2:10][C:11]2[CH:16]=[C:15]([CH3:17])[CH:14]=[CH:13][N:12]=2)[C:4]=1[C:18]1[CH:35]=[CH:34][C:21]2[CH2:22][CH2:23][NH:24][CH2:25][CH2:26][C:20]=2[CH:19]=1, predict the reactants needed to synthesize it. The reactants are: [CH3:1][O:2][C:3]1[CH:8]=[CH:7][CH:6]=[C:5]([O:9][CH2:10][C:11]2[CH:16]=[C:15]([CH3:17])[CH:14]=[CH:13][N:12]=2)[C:4]=1[C:18]1[CH:35]=[CH:34][C:21]2[CH2:22][CH2:23][N:24](C(OC(C)(C)C)=O)[CH2:25][CH2:26][C:20]=2[CH:19]=1.Cl. (4) Given the product [Br:20][CH2:17][C:3]1[C:4]([C:13]([F:16])([F:15])[F:14])=[N:5][N:6]([C:7]2[CH:12]=[CH:11][CH:10]=[CH:9][CH:8]=2)[C:2]=1[Cl:1], predict the reactants needed to synthesize it. The reactants are: [Cl:1][C:2]1[N:6]([C:7]2[CH:12]=[CH:11][CH:10]=[CH:9][CH:8]=2)[N:5]=[C:4]([C:13]([F:16])([F:15])[F:14])[C:3]=1[CH2:17]O.P(Br)(Br)[Br:20].O. (5) Given the product [CH2:1]([O:3][C:4](=[O:12])[C:5]1[CH:10]=[CH:9][C:8]([N:11]=[CH:17][C:16]2[CH:19]=[CH:20][C:21]([F:22])=[C:14]([Cl:13])[CH:15]=2)=[CH:7][CH:6]=1)[CH3:2], predict the reactants needed to synthesize it. The reactants are: [CH2:1]([O:3][C:4](=[O:12])[C:5]1[CH:10]=[CH:9][C:8]([NH2:11])=[CH:7][CH:6]=1)[CH3:2].[Cl:13][C:14]1[CH:15]=[C:16]([CH:19]=[CH:20][C:21]=1[F:22])[CH:17]=O. (6) Given the product [F:6][C:7]1[CH:14]=[CH:13][CH:12]=[C:9]([CH:10]=[CH2:2])[CH:8]=1, predict the reactants needed to synthesize it. The reactants are: [Li][CH2:2]CCC.[F:6][C:7]1[CH:8]=[C:9]([CH:12]=[CH:13][CH:14]=1)[CH:10]=O. (7) Given the product [OH:7][NH:6][C:4](=[O:5])[C@@H:3]([NH:8][C:9](=[O:23])[C:10]1[CH:15]=[CH:14][C:13]([C:16]#[C:17][C:18]#[C:19][C@@H:20]([OH:22])[CH3:21])=[CH:12][CH:11]=1)[C:2]([CH3:24])([NH:1][CH3:28])[CH3:25], predict the reactants needed to synthesize it. The reactants are: [NH2:1][C:2]([CH3:25])([CH3:24])[C@H:3]([NH:8][C:9](=[O:23])[C:10]1[CH:15]=[CH:14][C:13]([C:16]#[C:17][C:18]#[C:19][C@@H:20]([OH:22])[CH3:21])=[CH:12][CH:11]=1)[C:4]([NH:6][OH:7])=[O:5].C=O.[CH2:28](N)CCC.[BH3-]C#N.[Na+]. (8) Given the product [C:1]([NH:4][C:5]1[CH:12]=[C:11]([N+:13]([O-:15])=[O:14])[CH:10]=[CH:9][C:6]=1[CH2:7][OH:17])(=[O:3])[CH3:2], predict the reactants needed to synthesize it. The reactants are: [C:1]([NH:4][C:5]1[CH:12]=[C:11]([N+:13]([O-:15])=[O:14])[CH:10]=[CH:9][C:6]=1[CH2:7]Br)(=[O:3])[CH3:2].C([O-])([O-])=[O:17].[Ca+2]. (9) Given the product [CH3:1][C:2]1[CH:3]=[CH:4][C:5]([S:8]([N:11]2[C@H:17]([CH2:18][NH:19][C:30]3[N:35]=[CH:34][C:33]([C:36]#[N:37])=[CH:32][CH:31]=3)[CH2:16][C@@H:15]3[C@@H:13]([CH2:14]3)[CH2:12]2)(=[O:10])=[O:9])=[CH:6][CH:7]=1, predict the reactants needed to synthesize it. The reactants are: [CH3:1][C:2]1[CH:7]=[CH:6][C:5]([S:8]([N:11]2[C@H:17]([CH2:18][NH2:19])[CH2:16][C@@H:15]3[C@@H:13]([CH2:14]3)[CH2:12]2)(=[O:10])=[O:9])=[CH:4][CH:3]=1.CCN(C(C)C)C(C)C.Cl[C:30]1[N:35]=[CH:34][C:33]([C:36]#[N:37])=[CH:32][CH:31]=1. (10) Given the product [F:1][C:2]1[CH:10]=[CH:9][C:8]([O:11][CH3:12])=[C:7]2[C:3]=1[C:4]([C:13]([NH:16][CH:17]1[CH2:22][CH2:21][O:20][CH2:19][CH2:18]1)=[O:15])=[CH:5][NH:6]2, predict the reactants needed to synthesize it. The reactants are: [F:1][C:2]1[CH:10]=[CH:9][C:8]([O:11][CH3:12])=[C:7]2[C:3]=1[C:4]([C:13]([OH:15])=O)=[CH:5][NH:6]2.[NH2:16][CH:17]1[CH2:22][CH2:21][O:20][CH2:19][CH2:18]1.